Dataset: Reaction yield outcomes from USPTO patents with 853,638 reactions. Task: Predict the reaction yield, written as a fraction of the theoretical maximum amount of product (1.0 means a 100% yield; for example, 0.34 means a 34% yield). (1) The reactants are [CH3:1][N:2]1[C:6]([C@@:7]2([OH:14])[CH2:12][CH2:11][CH2:10][CH2:9][C@@H:8]2O)=[CH:5][CH:4]=[N:3]1.C(OC)(OC)(OC)C.C1(C)C=CC(S(O)(=O)=O)=CC=1.[Br-].[Li+].C(Br)(=O)C.C(=O)([O-])[O-].[K+].[K+]. The catalyst is CO.C(#N)C.ClCCl. The product is [CH3:1][N:2]1[C:6]([C@:7]23[O:14][C@H:8]2[CH2:9][CH2:10][CH2:11][CH2:12]3)=[CH:5][CH:4]=[N:3]1. The yield is 0.470. (2) The reactants are [CH3:1][C:2]([CH3:42])([CH3:41])[C:3]([C:5]1[C:13]2[C:8](=[N:9][CH:10]=[C:11]([C:14]3[C:22]4[C:17](=[CH:18][CH:19]=[CH:20][CH:21]=4)[N:16]([CH2:23][C:24]([N:26]4[CH2:31][CH2:30][N:29]([CH3:32])[CH2:28][CH2:27]4)=[O:25])[CH:15]=3)[N:12]=2)[N:7](COCC[Si](C)(C)C)[CH:6]=1)=[O:4]. The catalyst is C(Cl)Cl.CO. The product is [CH3:1][C:2]([CH3:42])([CH3:41])[C:3]([C:5]1[C:13]2[C:8](=[N:9][CH:10]=[C:11]([C:14]3[C:22]4[C:17](=[CH:18][CH:19]=[CH:20][CH:21]=4)[N:16]([CH2:23][C:24]([N:26]4[CH2:27][CH2:28][N:29]([CH3:32])[CH2:30][CH2:31]4)=[O:25])[CH:15]=3)[N:12]=2)[NH:7][CH:6]=1)=[O:4]. The yield is 0.670. (3) The catalyst is C1CC=CCCC=C1.C1CC=CCCC=C1.[Ni].O1CCOCC1. The yield is 0.760. The product is [NH2:17][C:16]1[CH:18]=[CH:19][CH:20]=[CH:21][C:15]=1[C:6]1[CH:7]=[CH:8][C:3]([C:2]([F:13])([F:12])[F:1])=[CH:4][CH:5]=1. The reactants are [F:1][C:2]([F:13])([F:12])[C:3]1[CH:8]=[CH:7][C:6](B(O)O)=[CH:5][CH:4]=1.Cl[C:15]1[CH:21]=[CH:20][CH:19]=[CH:18][C:16]=1[NH2:17].C1(P(C2CCCCC2)C2CCCCC2)CCCCC1.P([O-])([O-])([O-])=O.[K+].[K+].[K+].O. (4) The reactants are CC1(C)C(C)(C)OB([C:9]2[CH:10]=[CH:11][C:12]([C:15]#[N:16])=[N:13][CH:14]=2)O1.Br[C:19]1[CH:26]=[CH:25][CH:24]=[CH:23][C:20]=1[CH:21]=[O:22].C(#N)C.C(=O)([O-])[O-].[Na+].[Na+]. The catalyst is Cl[Pd](Cl)([P](C1C=CC=CC=1)(C1C=CC=CC=1)C1C=CC=CC=1)[P](C1C=CC=CC=1)(C1C=CC=CC=1)C1C=CC=CC=1.C(OCC)(=O)C. The product is [CH:21]([C:20]1[CH:23]=[CH:24][CH:25]=[CH:26][C:19]=1[C:9]1[CH:10]=[CH:11][C:12]([C:15]#[N:16])=[N:13][CH:14]=1)=[O:22]. The yield is 0.720. (5) The reactants are [CH:1]1([CH:4]([OH:6])[CH3:5])[CH2:3][CH2:2]1.[H-].[Na+].[CH2:9]([N:16]1[CH2:25][CH2:24][C:23]2[N:22]=[C:21](Cl)[CH:20]=[CH:19][C:18]=2[CH2:17]1)[C:10]1[CH:15]=[CH:14][CH:13]=[CH:12][CH:11]=1.O. The catalyst is C1(C)C=CC=CC=1.C1C=CC(/C=C/C(/C=C/C2C=CC=CC=2)=O)=CC=1.C1C=CC(/C=C/C(/C=C/C2C=CC=CC=2)=O)=CC=1.C1C=CC(/C=C/C(/C=C/C2C=CC=CC=2)=O)=CC=1.[Pd].[Pd].C1C=CC(P(C2C(C3C(P(C4C=CC=CC=4)C4C=CC=CC=4)=CC=C4C=3C=CC=C4)=C3C(C=CC=C3)=CC=2)C2C=CC=CC=2)=CC=1. The product is [CH2:9]([N:16]1[CH2:25][CH2:24][C:23]2[N:22]=[C:21]([O:6][CH:4]([CH:1]3[CH2:3][CH2:2]3)[CH3:5])[CH:20]=[CH:19][C:18]=2[CH2:17]1)[C:10]1[CH:11]=[CH:12][CH:13]=[CH:14][CH:15]=1. The yield is 0.770. (6) The reactants are CC(C)([O-])C.[K+].[CH:7]([C:10]1[N:11]=[C:12]([C:15]([NH:17][C:18]2[C:23]([CH3:24])=[C:22]([O:25][CH3:26])[CH:21]=[CH:20][C:19]=2[C:27](=[O:29])[CH3:28])=O)[S:13][CH:14]=1)([CH3:9])[CH3:8].O.Cl. The catalyst is C(O)(C)(C)C.CCOCC. The product is [OH:29][C:27]1[C:19]2[C:18](=[C:23]([CH3:24])[C:22]([O:25][CH3:26])=[CH:21][CH:20]=2)[N:17]=[C:15]([C:12]2[S:13][CH:14]=[C:10]([CH:7]([CH3:9])[CH3:8])[N:11]=2)[CH:28]=1. The yield is 0.880. (7) The reactants are Br[C:2]1[CH:7]=[CH:6][C:5]([CH2:8][N:9]2[C:14](=[O:15])[C:13]([C:16]([NH:18][CH2:19][C:20]([OH:22])=[O:21])=[O:17])=[C:12]([OH:23])[C:11]([CH:24]([CH3:26])[CH3:25])=[N:10]2)=[C:4]([F:27])[CH:3]=1.[CH3:28][O:29][C:30]1[CH:35]=[CH:34][CH:33]=[CH:32][C:31]=1B(O)O.C(=O)([O-])[O-].[K+].[K+].Cl. The catalyst is O.C1C=CC([P]([Pd]([P](C2C=CC=CC=2)(C2C=CC=CC=2)C2C=CC=CC=2)([P](C2C=CC=CC=2)(C2C=CC=CC=2)C2C=CC=CC=2)[P](C2C=CC=CC=2)(C2C=CC=CC=2)C2C=CC=CC=2)(C2C=CC=CC=2)C2C=CC=CC=2)=CC=1.O1CCOCC1. The product is [F:27][C:4]1[CH:3]=[C:2]([C:31]2[CH:32]=[CH:33][CH:34]=[CH:35][C:30]=2[O:29][CH3:28])[CH:7]=[CH:6][C:5]=1[CH2:8][N:9]1[C:14](=[O:15])[C:13]([C:16]([NH:18][CH2:19][C:20]([OH:22])=[O:21])=[O:17])=[C:12]([OH:23])[C:11]([CH:24]([CH3:26])[CH3:25])=[N:10]1. The yield is 0.310.